Dataset: Catalyst prediction with 721,799 reactions and 888 catalyst types from USPTO. Task: Predict which catalyst facilitates the given reaction. (1) Reactant: [CH3:1][O:2][CH2:3][CH2:4][CH2:5][CH2:6][C:7]1[N:11]([C:12]2[CH:17]=[CH:16][CH:15]=[CH:14][CH:13]=2)[N:10]=[N:9][C:8]=1[C:18]([N:20]([CH2:40][CH:41]([CH3:43])[CH3:42])[C@H:21]1[CH2:26][C@@H:25]([C:27](=[O:32])N(OC)C)[CH2:24][N:23]([C:33]([O:35][C:36]([CH3:39])([CH3:38])[CH3:37])=[O:34])[CH2:22]1)=[O:19].[CH3:44][Mg]Br.[Cl-].[NH4+]. Product: [C:27]([C@@H:25]1[CH2:26][C@H:21]([N:20]([C:18]([C:8]2[N:9]=[N:10][N:11]([C:12]3[CH:13]=[CH:14][CH:15]=[CH:16][CH:17]=3)[C:7]=2[CH2:6][CH2:5][CH2:4][CH2:3][O:2][CH3:1])=[O:19])[CH2:40][CH:41]([CH3:42])[CH3:43])[CH2:22][N:23]([C:33]([O:35][C:36]([CH3:37])([CH3:39])[CH3:38])=[O:34])[CH2:24]1)(=[O:32])[CH3:44]. The catalyst class is: 1. (2) Reactant: [H-].[Na+].FC(F)(F)C1C=CNN=1.[CH3:12][C:13]1[NH:17][N:16]=[C:15]([C:18]([F:21])([F:20])[F:19])[CH:14]=1.[Br:22][C:23]1[C:24](S(C)(=O)=O)=[N:25][C:26]([NH:29][C:30]2[CH:31]=[C:32]([CH:35]=[CH:36][CH:37]=2)[C:33]#[N:34])=[N:27][CH:28]=1.O. Product: [Br:22][C:23]1[C:28]([N:17]2[C:13]([CH3:12])=[CH:14][C:15]([C:18]([F:21])([F:20])[F:19])=[N:16]2)=[N:27][C:26]([NH:29][C:30]2[CH:31]=[C:32]([CH:35]=[CH:36][CH:37]=2)[C:33]#[N:34])=[N:25][CH:24]=1. The catalyst class is: 3. (3) Reactant: Cl[C:2]1[CH:7]=[CH:6][N:5]=[C:4]([C:8](=[O:18])[C:9]([C:11]2[CH:16]=[CH:15][C:14]([OH:17])=[CH:13][CH:12]=2)=[O:10])[CH:3]=1.[CH3:19][O:20][C:21]1[CH:22]=[C:23](B(O)O)[CH:24]=[CH:25][CH:26]=1.C(=O)([O-])[O-].[Na+].[Na+].O. Product: [OH:17][C:14]1[CH:15]=[CH:16][C:11]([C:9](=[O:10])[C:8]([C:4]2[CH:3]=[C:2]([C:25]3[CH:24]=[CH:23][CH:22]=[C:21]([O:20][CH3:19])[CH:26]=3)[CH:7]=[CH:6][N:5]=2)=[O:18])=[CH:12][CH:13]=1. The catalyst class is: 564. (4) Reactant: [C:1]([C:5]1[CH:6]=[C:7]2[C:12](=[C:13]([F:15])[CH:14]=1)[C:11](=[O:16])[N:10]([C:17]1[CH:24]=[CH:23][CH:22]=[C:21]([Cl:25])[C:18]=1[CH:19]=[O:20])[N:9]=[CH:8]2)([CH3:4])([CH3:3])[CH3:2].[BH4-].[Na+]. Product: [C:1]([C:5]1[CH:6]=[C:7]2[C:12](=[C:13]([F:15])[CH:14]=1)[C:11](=[O:16])[N:10]([C:17]1[CH:24]=[CH:23][CH:22]=[C:21]([Cl:25])[C:18]=1[CH2:19][OH:20])[N:9]=[CH:8]2)([CH3:4])([CH3:2])[CH3:3]. The catalyst class is: 2. (5) Reactant: [C:1]1([N:7]2[C:11](=[O:12])[CH2:10][C:9]([NH:13][C:14]3[CH:19]=[CH:18][CH:17]=[CH:16][CH:15]=3)=[N:8]2)[CH:6]=[CH:5][CH:4]=[CH:3][CH:2]=1.[C:20](OCC)(=[O:25])[CH2:21][C:22]([CH3:24])=O.C(O)(=O)C. Product: [C:1]1([N:7]2[C:11](=[O:12])[C:10]3[C:22]([CH3:24])=[CH:21][C:20](=[O:25])[N:13]([C:14]4[CH:15]=[CH:16][CH:17]=[CH:18][CH:19]=4)[C:9]=3[NH:8]2)[CH:2]=[CH:3][CH:4]=[CH:5][CH:6]=1. The catalyst class is: 6. (6) Reactant: [N+:1]([C:4]1[CH:12]=[CH:11][CH:10]=[CH:9][C:5]=1[CH2:6][CH2:7][OH:8])([O-:3])=[O:2].N1C=CN=C1.ClCCl.[Si:21](Cl)([C:24]([CH3:27])([CH3:26])[CH3:25])([CH3:23])[CH3:22]. Product: [N+:1]([C:4]1[CH:12]=[CH:11][CH:10]=[CH:9][C:5]=1[CH2:6][CH2:7][O:8][Si:21]([C:24]([CH3:27])([CH3:26])[CH3:25])([CH3:23])[CH3:22])([O-:3])=[O:2]. The catalyst class is: 698.